This data is from Forward reaction prediction with 1.9M reactions from USPTO patents (1976-2016). The task is: Predict the product of the given reaction. (1) Given the reactants [CH:1]([C@H:14]1[CH2:19][C@H:18]([NH2:20])[CH2:17][CH2:16][O:15]1)([C:8]1[CH:13]=[CH:12][CH:11]=[CH:10][CH:9]=1)[C:2]1[CH:7]=[CH:6][CH:5]=[CH:4][CH:3]=1.[F:21][C:22]1[CH:29]=[CH:28][C:25]([CH:26]=O)=[CH:24][CH:23]=1.C(O)(=O)C.[BH3-]C#N.[Na+], predict the reaction product. The product is: [CH:1]([C@H:14]1[CH2:19][C@H:18]([NH:20][CH2:26][C:25]2[CH:28]=[CH:29][C:22]([F:21])=[CH:23][CH:24]=2)[CH2:17][CH2:16][O:15]1)([C:8]1[CH:13]=[CH:12][CH:11]=[CH:10][CH:9]=1)[C:2]1[CH:3]=[CH:4][CH:5]=[CH:6][CH:7]=1. (2) Given the reactants [NH:1]1[CH:5]=[CH:4][N:3]=[C:2]1[CH:6]=O.[NH:8]1[CH2:13][CH2:12][O:11][CH2:10][CH2:9]1, predict the reaction product. The product is: [NH:3]1[CH:4]=[CH:5][N:1]=[C:2]1[CH2:6][N:8]1[CH2:13][CH2:12][O:11][CH2:10][CH2:9]1. (3) Given the reactants C(=O)([O-])O.[Na+].[CH:6]1([CH2:9][O:10][C:11]2[CH:16]=[CH:15][C:14]([N:17]3[C:22](=[O:23])[C:21]4[NH:24][CH:25]=[CH:26][C:20]=4[NH:19][C:18]3=[S:27])=[CH:13][CH:12]=2)[CH2:8][CH2:7]1.Br[CH2:29][CH2:30][O:31][CH2:32][CH2:33][O:34][CH2:35][CH3:36].[I-].[Na+], predict the reaction product. The product is: [CH:6]1([CH2:9][O:10][C:11]2[CH:12]=[CH:13][C:14]([N:17]3[C:22](=[O:23])[C:21]4[NH:24][CH:25]=[CH:26][C:20]=4[N:19]=[C:18]3[S:27][CH2:29][CH2:30][O:31][CH2:32][CH2:33][O:34][CH2:35][CH3:36])=[CH:15][CH:16]=2)[CH2:7][CH2:8]1. (4) Given the reactants [OH:1][C:2]1[C:3]([CH3:24])=[C:4]2[C:9](=[C:10]([CH3:13])[C:11]=1[CH3:12])[O:8][C:7]([C:15]([N:17]1[CH2:22][CH2:21][N:20]([CH3:23])[CH2:19][CH2:18]1)=[O:16])([CH3:14])[CH2:6][CH2:5]2.[O:25]=[N+]([O-])[O-].[O-][N+](=O)[O-].[O-][N+](=O)[O-].[O-][N+](=O)[O-].[O-][N+](=O)[O-].[O-][N+](=O)[O-].[Ce+4].[NH4+].[NH4+], predict the reaction product. The product is: [OH:8][C:7]([CH3:14])([C:15]([N:17]1[CH2:22][CH2:21][N:20]([CH3:23])[CH2:19][CH2:18]1)=[O:16])[CH2:6][CH2:5][C:4]1[C:9](=[O:25])[C:10]([CH3:13])=[C:11]([CH3:12])[C:2](=[O:1])[C:3]=1[CH3:24].